This data is from Forward reaction prediction with 1.9M reactions from USPTO patents (1976-2016). The task is: Predict the product of the given reaction. (1) The product is: [Cl:30][C:21]1[CH:20]=[C:19]([CH:17]([NH:16][C:13](=[O:15])[CH2:12][N:9]2[C:8]3[C:3]([C:1]#[N:2])=[CH:4][CH:5]=[CH:6][C:7]=3[N:11]=[CH:10]2)[CH3:18])[CH:24]=[CH:23][C:22]=1[C:25]([C:26]#[N:27])([CH3:29])[CH3:28]. Given the reactants [C:1]([C:3]1[C:8]2[N:9]([CH2:12][C:13]([OH:15])=O)[CH:10]=[N:11][C:7]=2[CH:6]=[CH:5][CH:4]=1)#[N:2].[NH2:16][CH:17]([C:19]1[CH:24]=[CH:23][C:22]([C:25]([CH3:29])([CH3:28])[C:26]#[N:27])=[C:21]([Cl:30])[CH:20]=1)[CH3:18].CN(C(ON1N=NC2C=CC=NC1=2)=[N+](C)C)C.F[P-](F)(F)(F)(F)F, predict the reaction product. (2) Given the reactants [C:1]([C:3]1[CH:4]=[C:5]([C:14]2[CH:19]=[CH:18][C:17]([F:20])=[C:16]([F:21])[CH:15]=2)[CH:6]=[CH:7][C:8]=1[N:9]=[CH:10][N:11](C)C)#[N:2].N1C=C([C:27]2[CH:33]=[CH:32][C:30]([NH2:31])=[CH:29][CH:28]=2)N=N1, predict the reaction product. The product is: [F:21][C:16]1[CH:15]=[C:14]([C:5]2[CH:4]=[C:3]3[C:8](=[CH:7][CH:6]=2)[N:9]=[CH:10][N:11]=[C:1]3[NH:2][C:27]2[CH:28]=[CH:29][C:30]([N:31]3[CH:8]=[N:9][CH:10]=[N:11]3)=[CH:32][CH:33]=2)[CH:19]=[CH:18][C:17]=1[F:20]. (3) The product is: [NH2:1][C:2]1[N:7]=[CH:6][N:5]=[C:4]2[N:8]([C:12]3[N:17]=[CH:16][C:15]([N:18]([CH3:27])[C:19](=[O:26])/[CH:20]=[CH:21]/[CH2:22][N:23]([CH3:25])[CH3:24])=[CH:14][CH:13]=3)[N:9]=[C:10]([C:14]3[CH:15]=[CH:16][C:28]([Cl:30])=[CH:12][CH:13]=3)[C:3]=12. Given the reactants [NH2:1][C:2]1[N:7]=[CH:6][N:5]=[C:4]2[N:8]([C:12]3[N:17]=[CH:16][C:15]([N:18]([CH3:27])[C:19](=[O:26])/[CH:20]=[CH:21]/[CH2:22][N:23]([CH3:25])[CH3:24])=[CH:14][CH:13]=3)[N:9]=[C:10](I)[C:3]=12.[CH2:28]([Cl:30])Cl, predict the reaction product. (4) Given the reactants [F:1][C:2]1[CH:3]=[C:4]([OH:11])[CH:5]=[CH:6][C:7]=1[N+:8]([O-:10])=[O:9].S(OCC)(O[CH2:16][CH3:17])(=O)=O.C([O-])([O-])=O.[K+].[K+], predict the reaction product. The product is: [CH2:16]([O:11][C:4]1[CH:5]=[CH:6][C:7]([N+:8]([O-:10])=[O:9])=[C:2]([F:1])[CH:3]=1)[CH3:17]. (5) Given the reactants [C:1]([C:3]1[C:7]([CH2:8][C:9]2[CH:14]=[CH:13][CH:12]=[CH:11][C:10]=2[S:15]([N:18]2[CH2:22][CH2:21][CH2:20][CH2:19]2)(=[O:17])=[O:16])=[C:6]([CH3:23])[N:5]([CH2:24][C:25]([O:27]CC)=[O:26])[C:4]=1[CH:30]1[CH2:32][CH2:31]1)#[N:2].O.[OH-].[Li+], predict the reaction product. The product is: [C:1]([C:3]1[C:7]([CH2:8][C:9]2[CH:14]=[CH:13][CH:12]=[CH:11][C:10]=2[S:15]([N:18]2[CH2:19][CH2:20][CH2:21][CH2:22]2)(=[O:17])=[O:16])=[C:6]([CH3:23])[N:5]([CH2:24][C:25]([OH:27])=[O:26])[C:4]=1[CH:30]1[CH2:31][CH2:32]1)#[N:2]. (6) Given the reactants [F-].C([N+](CCCC)(CCCC)CCCC)CCC.CC([Si](C)(C)[O:24][C@H:25]1[CH2:29][CH2:28][N:27]([C:30]([O:32][C:33]([CH3:36])([CH3:35])[CH3:34])=[O:31])[C@@H:26]1[CH3:37])(C)C, predict the reaction product. The product is: [OH:24][C@H:25]1[CH2:29][CH2:28][N:27]([C:30]([O:32][C:33]([CH3:36])([CH3:35])[CH3:34])=[O:31])[C@@H:26]1[CH3:37]. (7) Given the reactants [Br:1][C:2]1[CH:7]=[CH:6][C:5]([NH:8][C:9]2[C:10]([C:17](O)=[O:18])=[CH:11][N:12]([CH3:16])[C:13](=[O:15])[CH:14]=2)=[C:4]([F:20])[CH:3]=1.CC[N:23]=C=NCCCN(C)C.C1C=CC2N(O)N=NC=2C=1.[NH4+].[Cl-].CCN(CC)CC, predict the reaction product. The product is: [Br:1][C:2]1[CH:7]=[CH:6][C:5]([NH:8][C:9]2[C:10]([C:17]([NH2:23])=[O:18])=[CH:11][N:12]([CH3:16])[C:13](=[O:15])[CH:14]=2)=[C:4]([F:20])[CH:3]=1. (8) Given the reactants [H-].[Na+].[CH2:3]([O:5][C:6](=[O:13])[CH2:7][C:8]1[NH:12][N:11]=[N:10][N:9]=1)[CH3:4].Cl[CH2:15][O:16][CH2:17][CH2:18][Si:19]([CH3:22])([CH3:21])[CH3:20], predict the reaction product. The product is: [CH3:20][Si:19]([CH3:22])([CH3:21])[CH2:18][CH2:17][O:16][CH2:15][N:9]1[C:8]([CH2:7][C:6]([O:5][CH2:3][CH3:4])=[O:13])=[N:12][N:11]=[N:10]1. (9) Given the reactants [C:1]([O:5][C:6]([N:8]1[CH2:13][CH2:12][CH:11]([C:14]2[CH:19]=[CH:18][C:17]([NH:20][C:21]3[N:26]=[C:25](/[CH:27]=[CH:28]/[C:29]4[CH:30]=[C:31]([CH:36]=[CH:37][N:38]=4)[C:32]([O:34][CH3:35])=[O:33])[C:24]([C:39]([F:42])([F:41])[F:40])=[CH:23][N:22]=3)=[CH:16][CH:15]=2)[CH2:10][CH2:9]1)=[O:7])([CH3:4])([CH3:3])[CH3:2], predict the reaction product. The product is: [C:1]([O:5][C:6]([N:8]1[CH2:13][CH2:12][CH:11]([C:14]2[CH:19]=[CH:18][C:17]([NH:20][C:21]3[N:26]=[C:25]([CH2:27][CH2:28][C:29]4[CH:30]=[C:31]([CH:36]=[CH:37][N:38]=4)[C:32]([O:34][CH3:35])=[O:33])[C:24]([C:39]([F:40])([F:41])[F:42])=[CH:23][N:22]=3)=[CH:16][CH:15]=2)[CH2:10][CH2:9]1)=[O:7])([CH3:4])([CH3:2])[CH3:3]. (10) Given the reactants [CH3:1][O:2][C:3]1[CH:4]=[C:5]([NH2:25])[CH:6]=[CH:7][C:8]=1[N:9]1[CH2:13][CH2:12][C@@H:11]([O:14][Si:15]([CH:22]([CH3:24])[CH3:23])([CH:19]([CH3:21])[CH3:20])[CH:16]([CH3:18])[CH3:17])[CH2:10]1.C[Al](C)C.[Cl:30][C:31]1[CH:36]=[CH:35][C:34]([C:37]2[S:38][C:39]3[C:45](=[O:46])[O:44][CH2:43][CH2:42][C:40]=3[N:41]=2)=[CH:33][CH:32]=1, predict the reaction product. The product is: [CH3:1][O:2][C:3]1[CH:4]=[C:5]([NH:25][C:45]([C:39]2[S:38][C:37]([C:34]3[CH:35]=[CH:36][C:31]([Cl:30])=[CH:32][CH:33]=3)=[N:41][C:40]=2[CH2:42][CH2:43][OH:44])=[O:46])[CH:6]=[CH:7][C:8]=1[N:9]1[CH2:13][CH2:12][C@@H:11]([O:14][Si:15]([CH:19]([CH3:21])[CH3:20])([CH:22]([CH3:24])[CH3:23])[CH:16]([CH3:18])[CH3:17])[CH2:10]1.